Dataset: Reaction yield outcomes from USPTO patents with 853,638 reactions. Task: Predict the reaction yield, written as a fraction of the theoretical maximum amount of product (1.0 means a 100% yield; for example, 0.34 means a 34% yield). (1) The reactants are Cl.[NH2:2][CH:3]1[C:12]2[CH:11]=[C:10]([OH:13])[CH:9]=[CH:8][C:7]=2[CH2:6][CH2:5][CH2:4]1.C(N(CC)C(C)C)(C)C.[C:23]([O:27][C:28](O[C:28]([O:27][C:23]([CH3:26])([CH3:25])[CH3:24])=[O:29])=[O:29])([CH3:26])([CH3:25])[CH3:24]. The catalyst is C(Cl)Cl.C(OCC)(=O)C. The product is [OH:13][C:10]1[CH:11]=[C:12]2[C:7]([CH2:6][CH2:5][CH2:4][CH:3]2[NH:2][C:28](=[O:29])[O:27][C:23]([CH3:26])([CH3:25])[CH3:24])=[CH:8][CH:9]=1. The yield is 0.760. (2) The reactants are [ClH:1].Cl[C:3]1[CH:8]=[CH:7][CH:6]=[CH:5][C:4]=1[CH:9]([N:13]1[CH2:18][CH2:17][N:16]([CH3:19])[CH2:15][CH2:14]1)[C:10]([OH:12])=O.CN(C(O[N:28]1[N:36]=NC2C=CC=CC1=2)=[N+](C)C)C.[B-](F)(F)(F)F.CN1C2C=[CH:52][C:53]([Cl:55])=[CH:54][C:49]=2[C:48](C2C=CC=CC=2)=NCC1=O.[CH2:62]([Cl:64])Cl. No catalyst specified. The product is [Cl:1][C:6]1[CH:5]=[C:4]([CH:9]([N:13]2[CH2:18][CH2:17][N:16]([CH3:19])[CH2:15][CH2:14]2)[C:10]([NH:36][NH:28][C:49]2[CH:54]=[C:53]([Cl:55])[CH:52]=[C:62]([Cl:64])[CH:48]=2)=[O:12])[CH:3]=[CH:8][CH:7]=1. The yield is 0.830. (3) The reactants are [Cl:1][C:2]1[CH:7]=[CH:6][C:5]([C:8]2[S:9][C:10]3[C:11](=[O:26])[N:12]([C:17]4[CH:18]=[C:19]5[C:23](=[CH:24][CH:25]=4)[NH:22][CH:21]=[CH:20]5)[CH2:13][CH2:14][C:15]=3[N:16]=2)=[CH:4][CH:3]=1.[H-].[Na+].Br.Br[CH2:31][C:32]1[CH:37]=[CH:36][CH:35]=[CH:34][N:33]=1. The catalyst is CN(C=O)C.CCOC(C)=O. The product is [Cl:1][C:2]1[CH:7]=[CH:6][C:5]([C:8]2[S:9][C:10]3[C:11](=[O:26])[N:12]([C:17]4[CH:18]=[C:19]5[C:23](=[CH:24][CH:25]=4)[N:22]([CH2:31][C:32]4[CH:37]=[CH:36][CH:35]=[CH:34][N:33]=4)[CH:21]=[CH:20]5)[CH2:13][CH2:14][C:15]=3[N:16]=2)=[CH:4][CH:3]=1. The yield is 0.520. (4) The reactants are [N+:1]([C:4]1[CH:9]=[CH:8][C:7]([OH:10])=[CH:6][CH:5]=1)([O-:3])=[O:2].C([O-])([O-])=O.[K+].[K+].[CH2:17]([O:19][C:20](=[O:26])[CH2:21][CH2:22][CH2:23][CH2:24]Br)[CH3:18]. The catalyst is CN(C=O)C. The product is [N+:1]([C:4]1[CH:9]=[CH:8][C:7]([O:10][CH2:24][CH2:23][CH2:22][CH2:21][C:20]([O:19][CH2:17][CH3:18])=[O:26])=[CH:6][CH:5]=1)([O-:3])=[O:2]. The yield is 0.550. (5) The reactants are [C:1]([C:3]1[C:8]2[N:9]=[C:10]([C:12]([N:14]([CH3:16])[CH3:15])=[O:13])[O:11][C:7]=2[C:6]([NH:17]CC2C=CC(OC)=CC=2)=[C:5]([C:27]2[CH:32]=[CH:31][CH:30]=[CH:29][CH:28]=2)[C:4]=1[CH3:33])#[N:2]. The catalyst is FC(F)(F)C(O)=O. The product is [NH2:17][C:6]1[C:7]2[O:11][C:10]([C:12]([N:14]([CH3:16])[CH3:15])=[O:13])=[N:9][C:8]=2[C:3]([C:1]#[N:2])=[C:4]([CH3:33])[C:5]=1[C:27]1[CH:32]=[CH:31][CH:30]=[CH:29][CH:28]=1. The yield is 0.950. (6) The reactants are [CH3:1][O:2][C:3](=[O:21])[CH:4]([S:12]([C:15]1[CH:20]=[CH:19][CH:18]=[CH:17][CH:16]=1)(=[O:14])=[O:13])[CH:5]1[CH2:10][CH2:9][CH2:8][C:7](=O)[CH2:6]1.Cl.[Cl:23][C:24]1[CH:29]=[CH:28][C:27]([NH:30]N)=[CH:26][CH:25]=1.C([O-])(O)=O.[Na+]. The catalyst is C(O)(=O)C. The product is [CH3:1][O:2][C:3](=[O:21])[CH:4]([S:12]([C:15]1[CH:20]=[CH:19][CH:18]=[CH:17][CH:16]=1)(=[O:14])=[O:13])[CH:5]1[CH2:10][CH2:9][C:8]2[C:28]3[C:27](=[CH:26][CH:25]=[C:24]([Cl:23])[CH:29]=3)[NH:30][C:7]=2[CH2:6]1. The yield is 0.640. (7) The reactants are O.[OH-].[Li+].C[O:5][C:6](=[O:40])[CH2:7][C:8]1[C:17]([CH3:18])=[C:16]([C:19]2[CH:24]=[CH:23][C:22]([S:25]([C:28]3[CH:33]=[CH:32][CH:31]=[CH:30][C:29]=3[O:34][C:35]([F:38])([F:37])[F:36])(=[O:27])=[O:26])=[CH:21][CH:20]=2)[C:15]2[C:10](=[CH:11][CH:12]=[C:13]([F:39])[CH:14]=2)[CH:9]=1. The catalyst is C1COCC1.O. The product is [F:39][C:13]1[CH:14]=[C:15]2[C:10](=[CH:11][CH:12]=1)[CH:9]=[C:8]([CH2:7][C:6]([OH:40])=[O:5])[C:17]([CH3:18])=[C:16]2[C:19]1[CH:20]=[CH:21][C:22]([S:25]([C:28]2[CH:33]=[CH:32][CH:31]=[CH:30][C:29]=2[O:34][C:35]([F:37])([F:36])[F:38])(=[O:27])=[O:26])=[CH:23][CH:24]=1. The yield is 0.920.